From a dataset of Full USPTO retrosynthesis dataset with 1.9M reactions from patents (1976-2016). Predict the reactants needed to synthesize the given product. (1) Given the product [C:14]1([S:20]([C:2]2[CH:3]=[CH:4][C:5]([N+:11]([O-:13])=[O:12])=[C:6]([CH:10]=2)[C:7]([NH2:9])=[O:8])(=[O:22])=[O:21])[CH:19]=[CH:18][CH:17]=[CH:16][CH:15]=1, predict the reactants needed to synthesize it. The reactants are: F[C:2]1[CH:3]=[CH:4][C:5]([N+:11]([O-:13])=[O:12])=[C:6]([CH:10]=1)[C:7]([NH2:9])=[O:8].[C:14]1([S:20]([O:22][Na])=[O:21])[CH:19]=[CH:18][CH:17]=[CH:16][CH:15]=1.O. (2) Given the product [ClH:24].[CH3:48][O:7][C:1]([C:3]1[CH:12]=[C:13]([C:14]2[CH:29]=[N:28][CH:27]=[CH:26][CH:15]=2)[N:17]([C:18]2[CH:23]=[CH:22][C:21]([Cl:24])=[C:20]([Cl:25])[CH:19]=2)[N:16]=1)=[O:2], predict the reactants needed to synthesize it. The reactants are: [C:1]([OH:7])([C:3](F)(F)F)=[O:2].CC1(C)[C@H:12]([C:13]2[N:17]([C:18]3[CH:23]=[CH:22][C:21]([Cl:24])=[C:20]([Cl:25])[CH:19]=3)[N:16]=[C:15]([C:26]3[CH:27]=[N:28][CH:29]=CC=3)[CH:14]=2)C[C@@H]1CC(N[C@@H](CC1C=CC=CC=1)C(N)=O)=O.[CH:48]1C=CC(P(N=[N+]=[N-])(C2C=CC=CC=2)=O)=CC=1.C(N(CC)CC)C. (3) Given the product [C:13]([N:20]1[CH2:25][C@@H:24]([C:11]#[N:12])[C@H:22]([OH:23])[CH2:21]1)([O:15][C:16]([CH3:19])([CH3:18])[CH3:17])=[O:14], predict the reactants needed to synthesize it. The reactants are: [Cl-].C([Al+]CC)C.C[Si]([C:11]#[N:12])(C)C.[C:13]([N:20]1[CH2:25][C@H:24]2[C@H:22]([O:23]2)[CH2:21]1)([O:15][C:16]([CH3:19])([CH3:18])[CH3:17])=[O:14]. (4) Given the product [Br:1][C:2]1[CH:15]=[C:14]2[C:5]([O:6][CH2:7][CH2:8][N:9]3[C:13]2=[N:12][C:11]([C:66]2[N:69]([CH:24]([CH3:64])[CH3:23])[N:22]=[C:19]([CH3:20])[N:21]=2)=[CH:10]3)=[CH:4][C:3]=1[CH3:17], predict the reactants needed to synthesize it. The reactants are: [Br:1][C:2]1[CH:15]=[C:14]2[C:5]([O:6][CH2:7][CH2:8][N:9]3[C:13]2=[N:12][C:11](I)=[CH:10]3)=[CH:4][C:3]=1[CH3:17].Cl.[C:19]([NH2:22])(=[NH:21])[CH3:20].[CH3:23][C:24]1([CH3:64])C2C(=C(P(C3C=CC=CC=3)C3C=CC=CC=3)C=CC=2)OC2C(P(C3C=CC=CC=3)C3C=CC=CC=3)=CC=CC1=2.Cl.[CH:66]([NH:69]N)(C)C.